Predict which catalyst facilitates the given reaction. From a dataset of Catalyst prediction with 721,799 reactions and 888 catalyst types from USPTO. (1) Reactant: [F:1][C:2]([F:28])([C:22]1[CH:27]=[CH:26][CH:25]=[CH:24][CH:23]=1)[CH2:3][O:4][CH2:5][CH2:6][CH2:7][CH2:8][CH2:9][CH2:10][N:11]1C(=O)C2C(=CC=CC=2)C1=O.O.NN. Product: [F:1][C:2]([F:28])([C:22]1[CH:23]=[CH:24][CH:25]=[CH:26][CH:27]=1)[CH2:3][O:4][CH2:5][CH2:6][CH2:7][CH2:8][CH2:9][CH2:10][NH2:11]. The catalyst class is: 8. (2) Reactant: Br[C:2]1[CH:7]=[CH:6][C:5]([S:8]([NH:11][CH2:12][CH:13]2[CH2:15][CH2:14]2)(=[O:10])=[O:9])=[C:4]([C:16]([F:19])([F:18])[F:17])[CH:3]=1.[CH3:20][O:21][C:22]1[CH:23]=[C:24]([CH:26]=[C:27]([O:29][CH3:30])[CH:28]=1)[NH2:25].C1C=CC(P(C2C(C3C(P(C4C=CC=CC=4)C4C=CC=CC=4)=CC=C4C=3C=CC=C4)=C3C(C=CC=C3)=CC=2)C2C=CC=CC=2)=CC=1.C(=O)([O-])[O-].[Cs+].[Cs+]. Product: [CH:13]1([CH2:12][NH:11][S:8]([C:5]2[CH:6]=[CH:7][C:2]([NH:25][C:24]3[CH:26]=[C:27]([O:29][CH3:30])[CH:28]=[C:22]([O:21][CH3:20])[CH:23]=3)=[CH:3][C:4]=2[C:16]([F:19])([F:18])[F:17])(=[O:10])=[O:9])[CH2:15][CH2:14]1. The catalyst class is: 222. (3) Reactant: [F:1][C:2]([F:49])([F:48])[CH2:3][N:4]1[CH2:9][CH2:8][N:7]([CH2:10][CH2:11][O:12][CH2:13][C:14]2[CH:19]=[CH:18][CH:17]=[CH:16][C:15]=2[C:20]2[CH:21]=[C:22]3[C:27](=[C:28]([O:30]COCC[Si](C)(C)C)[CH:29]=2)[N:26]=[CH:25][N:24](COCC[Si](C)(C)C)[C:23]3=[O:47])[CH2:6][CH2:5]1.[F:50][C:51]([F:56])([F:55])[C:52]([OH:54])=[O:53]. Product: [F:50][C:51]([F:56])([F:55])[C:52]([OH:54])=[O:53].[OH:30][C:28]1[CH:29]=[C:20]([C:15]2[CH:16]=[CH:17][CH:18]=[CH:19][C:14]=2[CH2:13][O:12][CH2:11][CH2:10][N:7]2[CH2:8][CH2:9][N:4]([CH2:3][C:2]([F:49])([F:48])[F:1])[CH2:5][CH2:6]2)[CH:21]=[C:22]2[C:27]=1[N:26]=[CH:25][NH:24][C:23]2=[O:47]. The catalyst class is: 4. (4) Reactant: [N:1]1([C:7]2[CH:12]=[CH:11][CH:10]=[CH:9][C:8]=2[CH:13](O)[CH2:14][CH2:15][CH2:16][CH3:17])[CH2:6][CH2:5][CH2:4][CH2:3][CH2:2]1.S(Cl)(Cl)=O.[C-:23]#[N:24].[K+].C(OCC)(=O)C. Product: [N:1]1([C:7]2[CH:12]=[CH:11][CH:10]=[CH:9][C:8]=2[CH:13]([CH2:14][CH2:15][CH2:16][CH3:17])[C:23]#[N:24])[CH2:6][CH2:5][CH2:4][CH2:3][CH2:2]1. The catalyst class is: 46.